This data is from Full USPTO retrosynthesis dataset with 1.9M reactions from patents (1976-2016). The task is: Predict the reactants needed to synthesize the given product. (1) Given the product [Cl:8][C:6]1[CH:5]=[C:4]([C:9]2([C:29]([F:32])([F:31])[F:30])[CH2:13][C:12]([C:14]3[CH:27]=[CH:26][C:17]([C:18]([NH:20][CH2:21][C:22]([F:23])([F:24])[F:25])=[O:19])=[C:16]([CH3:28])[CH:15]=3)=[CH:11][S+:10]2[O-:34])[CH:3]=[C:2]([Cl:1])[CH:7]=1, predict the reactants needed to synthesize it. The reactants are: [Cl:1][C:2]1[CH:3]=[C:4]([C:9]2([C:29]([F:32])([F:31])[F:30])[CH2:13][C:12]([C:14]3[CH:27]=[CH:26][C:17]([C:18]([NH:20][CH2:21][C:22]([F:25])([F:24])[F:23])=[O:19])=[C:16]([CH3:28])[CH:15]=3)=[CH:11][S:10]2)[CH:5]=[C:6]([Cl:8])[CH:7]=1.C(=O)([O-])[O-:34].[K+].[K+]. (2) Given the product [N+:1]([C:4]1[CH:5]=[C:6]2[C:10](=[CH:11][CH:12]=1)[NH:9][C:8](=[O:13])[C:7]2=[N:14][N:15]=[CH:16][C:17]1[NH:21][C:20]([CH3:22])=[C:19]([C:23]([NH:25][CH2:26][CH2:27][CH2:28][CH2:29][CH2:30][C:31]([NH:53][C:52]2[CH:51]=[CH:50][CH:49]=[CH:48][C:56]=2[NH2:55])=[O:33])=[O:24])[C:18]=1[CH3:34])([O-:3])=[O:2], predict the reactants needed to synthesize it. The reactants are: [N+:1]([C:4]1[CH:5]=[C:6]2[C:10](=[CH:11][CH:12]=1)[NH:9][C:8](=[O:13])[C:7]2=[N:14][N:15]=[CH:16][C:17]1[NH:21][C:20]([CH3:22])=[C:19]([C:23]([NH:25][CH2:26][CH2:27][CH2:28][CH2:29][CH2:30][C:31]([OH:33])=O)=[O:24])[C:18]=1[CH3:34])([O-:3])=[O:2].Cl.C(N=C=NCCCN(C)C)C.O[C:48]1[C:56]2[N:55]=N[NH:53][C:52]=2[CH:51]=[CH:50][CH:49]=1.C(N(CC)CC)C.C1(N)C=CC=CC=1N. (3) Given the product [CH2:7]([C@H:14]1[N:19]([C:20]([C:22]2[N:23]=[CH:24][N:25]([CH:33]3[CH2:40][CH2:39][CH2:38][CH2:37][C:34]3([OH:36])[CH2:35][O:6][CH2:3][CH2:4][CH3:5])[C:26]=2[C:27]2[CH:32]=[CH:31][CH:30]=[CH:29][CH:28]=2)=[O:21])[CH2:18][CH2:17][N:16]([C:41]([O:43][C:44]([CH3:47])([CH3:46])[CH3:45])=[O:42])[CH2:15]1)[C:8]1[CH:9]=[CH:10][CH:11]=[CH:12][CH:13]=1, predict the reactants needed to synthesize it. The reactants are: [H-].[Na+].[CH2:3]([OH:6])[CH2:4][CH3:5].[CH2:7]([C@H:14]1[N:19]([C:20]([C:22]2[N:23]=[CH:24][N:25]([CH:33]3[CH2:40][CH2:39][CH2:38][CH2:37][C:34]43[O:36][CH2:35]4)[C:26]=2[C:27]2[CH:32]=[CH:31][CH:30]=[CH:29][CH:28]=2)=[O:21])[CH2:18][CH2:17][N:16]([C:41]([O:43][C:44]([CH3:47])([CH3:46])[CH3:45])=[O:42])[CH2:15]1)[C:8]1[CH:13]=[CH:12][CH:11]=[CH:10][CH:9]=1.C(=O)(O)[O-].[Na+]. (4) Given the product [F:1][C:2]([F:23])([F:22])[C:3]1[CH:4]=[C:5]([CH:15]=[C:16]([C:18]([F:21])([F:20])[F:19])[CH:17]=1)[C:6]([N:8]1[CH2:13][CH2:12][C:11]([NH:28][C:27]2[CH:29]=[CH:30][CH:31]=[C:25]([Cl:24])[CH:26]=2)([C:36]#[N:37])[CH2:10][CH2:9]1)=[O:7], predict the reactants needed to synthesize it. The reactants are: [F:1][C:2]([F:23])([F:22])[C:3]1[CH:4]=[C:5]([CH:15]=[C:16]([C:18]([F:21])([F:20])[F:19])[CH:17]=1)[C:6]([N:8]1[CH2:13][CH2:12][C:11](=O)[CH2:10][CH2:9]1)=[O:7].[Cl:24][C:25]1[CH:26]=[C:27]([CH:29]=[CH:30][CH:31]=1)[NH2:28].C[Si]([C:36]#[N:37])(C)C.N. (5) Given the product [CH3:65][N:66]([CH3:77])[C:67](=[O:76])[O:68][C:69]1[CH:74]=[CH:73][CH:72]=[C:71]([NH:75][C:43]([C:40]2([CH3:46])[CH2:39][CH2:38][N:37]([C:35]3[C:20]4[C:15]([CH3:16])=[CH:13][NH:12][C:19]=4[N:18]=[CH:21][N:57]=3)[CH2:42][CH2:41]2)=[O:45])[CH:70]=1, predict the reactants needed to synthesize it. The reactants are: CN(C)C(OC1C=C([NH:12][C:13]([C:15]2(C)[CH2:20][CH2:19][N:18]([C:21](OC(C)(C)C)=O)C[CH2:16]2)=O)C=CC=1)=O.C(O[C:35]([N:37]1[CH2:42][CH2:41][C:40]([CH3:46])([C:43]([OH:45])=O)[CH2:39][CH2:38]1)=O)(C)(C)C.C(Cl)CCl.C1C=CC2N(O)N=[N:57]C=2C=1.ClC(Cl)C.[CH3:65][N:66]([CH3:77])[C:67](=[O:76])[O:68][C:69]1[CH:74]=[CH:73][CH:72]=[C:71]([NH2:75])[CH:70]=1.